From a dataset of Reaction yield outcomes from USPTO patents with 853,638 reactions. Predict the reaction yield, written as a fraction of the theoretical maximum amount of product (1.0 means a 100% yield; for example, 0.34 means a 34% yield). (1) The reactants are [CH2:1]([N:8]([C:16]1[CH:21]=[CH:20][C:19]([CH2:22][CH2:23][CH2:24][C:25]([O:27][CH3:28])=[O:26])=[CH:18][CH:17]=1)[CH2:9][C:10]1[CH:15]=[CH:14][CH:13]=[CH:12][CH:11]=1)[C:2]1[CH:7]=[CH:6][CH:5]=[CH:4][CH:3]=1.[C:29]1([CH2:35][CH2:36][CH2:37]I)[CH:34]=[CH:33][CH:32]=[CH:31][CH:30]=1. No catalyst specified. The product is [CH2:1]([N:8]([C:16]1[CH:21]=[CH:20][C:19]([CH2:22][CH2:23][CH:24]([CH2:37][CH2:36][CH2:35][C:29]2[CH:34]=[CH:33][CH:32]=[CH:31][CH:30]=2)[C:25]([O:27][CH3:28])=[O:26])=[CH:18][CH:17]=1)[CH2:9][C:10]1[CH:15]=[CH:14][CH:13]=[CH:12][CH:11]=1)[C:2]1[CH:3]=[CH:4][CH:5]=[CH:6][CH:7]=1. The yield is 0.340. (2) The reactants are [Br:1][C:2]1[CH:7]=[CH:6][C:5]([CH2:8][CH2:9][CH2:10][C:11]([NH:13][C:14]2[CH:19]=[CH:18][C:17](S(CC)(=O)=O)=[C:16]([C:25]#[N:26])[CH:15]=2)=[O:12])=[CH:4][CH:3]=1.Br[C:28]1C=CC(CCCC(O)=O)=C(C)C=1.NC1C=C(C=CC=1)C#N. No catalyst specified. The product is [Br:1][C:2]1[CH:3]=[CH:4][C:5]([CH2:8][CH2:9][CH2:10][C:11]([NH:13][C:14]2[CH:19]=[CH:18][CH:17]=[C:16]([C:25]#[N:26])[CH:15]=2)=[O:12])=[C:6]([CH3:28])[CH:7]=1. The yield is 0.760. (3) The reactants are [C:1]([Cl:4])(=[O:3])C.[OH:5][C:6]1[CH:7]=[C:8]2[C:13](=[CH:14][CH:15]=1)[CH:12]=[C:11]([C:16]#[N:17])[CH:10]=[CH:9]2.CO. No catalyst specified. The product is [ClH:4].[CH3:1][O:3][C:16]([C:11]1[CH:10]=[CH:9][C:8]2[C:13](=[CH:14][CH:15]=[C:6]([OH:5])[CH:7]=2)[CH:12]=1)=[NH:17]. The yield is 0.800.